Dataset: Full USPTO retrosynthesis dataset with 1.9M reactions from patents (1976-2016). Task: Predict the reactants needed to synthesize the given product. (1) Given the product [Cl:1][C:2]1[CH:7]=[CH:6][CH:5]=[CH:4][C:3]=1[C:8]1[C:14]2[CH:15]=[C:16]([CH3:21])[C:17]([O:19][CH3:20])=[CH:18][C:13]=2[NH:12][C:11](=[S:32])[CH2:10][N:9]=1, predict the reactants needed to synthesize it. The reactants are: [Cl:1][C:2]1[CH:7]=[CH:6][CH:5]=[CH:4][C:3]=1[C:8]1[C:14]2[CH:15]=[C:16]([CH3:21])[C:17]([O:19][CH3:20])=[CH:18][C:13]=2[NH:12][C:11](=O)[CH2:10][N:9]=1.COC1C=CC(P2(SP(C3C=CC(OC)=CC=3)(=S)S2)=[S:32])=CC=1. (2) Given the product [C:1]([O:5][C:6]([N:8]1[CH2:12][CH2:11][CH2:10][C@H:9]1[C:13](=[O:15])[NH:32][C@H:27]([C:28]([O:30][CH3:31])=[O:29])[CH2:26][C:23]1[CH:24]=[CH:25][C:20]([O:19][CH2:16][CH:17]=[CH2:18])=[C:21]([Cl:33])[CH:22]=1)=[O:7])([CH3:2])([CH3:3])[CH3:4], predict the reactants needed to synthesize it. The reactants are: [C:1]([O:5][C:6]([N:8]1[CH2:12][CH2:11][CH2:10][C@H:9]1[C:13]([OH:15])=O)=[O:7])([CH3:4])([CH3:3])[CH3:2].[CH2:16]([O:19][C:20]1[CH:25]=[CH:24][C:23]([CH2:26][C@H:27]([NH2:32])[C:28]([O:30][CH3:31])=[O:29])=[CH:22][C:21]=1[Cl:33])[CH:17]=[CH2:18].CN(C(ON1N=NC2C=CC=NC1=2)=[N+](C)C)C.F[P-](F)(F)(F)(F)F.CCN(C(C)C)C(C)C.C([O-])(O)=O.[Na+].C(OC(C)(C)C)=O. (3) Given the product [Br-:1].[NH2:6][CH2:7][CH2:8][NH:9][C:10](=[O:33])[CH2:11][CH2:12][CH2:13][P+:14]([C:15]1[CH:20]=[CH:19][CH:18]=[CH:17][CH:16]=1)([C:21]1[CH:26]=[CH:25][CH:24]=[CH:23][CH:22]=1)[C:27]1[CH:32]=[CH:31][CH:30]=[CH:29][CH:28]=1, predict the reactants needed to synthesize it. The reactants are: [Br-:1].CC(C)(C)OC(=O)[NH:6][CH2:7][CH2:8][NH:9][C:10](=[O:33])[CH2:11][CH2:12][CH2:13][P+:14]([C:27]1[CH:32]=[CH:31][CH:30]=[CH:29][CH:28]=1)([C:21]1[CH:26]=[CH:25][CH:24]=[CH:23][CH:22]=1)[C:15]1[CH:20]=[CH:19][CH:18]=[CH:17][CH:16]=1.C(O)(C(F)(F)F)=O. (4) The reactants are: C([Li])CCC.[CH2:6]([CH2:8][S:9]([O-:12])(=O)=[O:10])[CH3:7].C(OP([Cl:19])(=O)[O-])C.[Cl:20][C:21]1[S:25]C(C=O)=[CH:23][CH:22]=1. Given the product [Cl:20][C:21]1[S:25][C:7]([CH:6]=[CH:8][S:9]([Cl:19])(=[O:12])=[O:10])=[CH:23][CH:22]=1, predict the reactants needed to synthesize it. (5) Given the product [CH2:1]([C:3]1[N:8]=[CH:7][C:6]([CH:9]=[O:10])=[CH:5][C:4]=1[F:11])[CH3:2], predict the reactants needed to synthesize it. The reactants are: [CH2:1]([C:3]1[N:8]=[CH:7][C:6]([CH2:9][OH:10])=[CH:5][C:4]=1[F:11])[CH3:2].C(Cl)Cl.CO. (6) Given the product [CH3:1][C:2]1([CH:15]=[CH2:16])[CH2:7][CH2:6][NH:5][CH2:4][CH2:3]1, predict the reactants needed to synthesize it. The reactants are: [CH3:1][C:2]1([CH:15]=[CH2:16])[CH2:7][CH2:6][N:5](C(OC(C)(C)C)=O)[CH2:4][CH2:3]1.Cl.O1CCOCC1. (7) Given the product [Br:5][C:6]1[CH:11]=[C:10]([F:12])[C:9]([N+:1]([O-:4])=[O:2])=[CH:8][C:7]=1[N:13]1[C:17](=[O:18])[N:16]([CH3:19])[N:15]=[N:14]1, predict the reactants needed to synthesize it. The reactants are: [N+:1]([O-:4])(O)=[O:2].[Br:5][C:6]1[CH:11]=[C:10]([F:12])[CH:9]=[CH:8][C:7]=1[N:13]1[C:17](=[O:18])[N:16]([CH3:19])[N:15]=[N:14]1.CCOC(C)=O.